From a dataset of Forward reaction prediction with 1.9M reactions from USPTO patents (1976-2016). Predict the product of the given reaction. The product is: [NH2:1][CH2:4][CH:5]1[CH:10]([O:11][Si:12]([C:15]([CH3:18])([CH3:17])[CH3:16])([CH3:14])[CH3:13])[CH2:9][CH2:8][N:7]([C:19]([O:21][C:22]([CH3:25])([CH3:24])[CH3:23])=[O:20])[CH2:6]1. Given the reactants [N:1]([CH2:4][CH:5]1[CH:10]([O:11][Si:12]([C:15]([CH3:18])([CH3:17])[CH3:16])([CH3:14])[CH3:13])[CH2:9][CH2:8][N:7]([C:19]([O:21][C:22]([CH3:25])([CH3:24])[CH3:23])=[O:20])[CH2:6]1)=[N+]=[N-], predict the reaction product.